Dataset: Full USPTO retrosynthesis dataset with 1.9M reactions from patents (1976-2016). Task: Predict the reactants needed to synthesize the given product. (1) Given the product [O:14]=[C:7]1[C:8]2[C:13](=[CH:12][CH:11]=[CH:10][CH:9]=2)[C:4]([CH2:3][NH:2][C:20]([C:17]2[CH:18]=[CH:19][O:15][N:16]=2)=[O:21])=[N:5][NH:6]1, predict the reactants needed to synthesize it. The reactants are: Cl.[NH2:2][CH2:3][C:4]1[C:13]2[C:8](=[CH:9][CH:10]=[CH:11][CH:12]=2)[C:7](=[O:14])[NH:6][N:5]=1.[O:15]1[CH:19]=[CH:18][C:17]([C:20](Cl)=[O:21])=[N:16]1. (2) The reactants are: [C:1]1([CH:7]([C:12]2[CH:17]=[CH:16][CH:15]=[CH:14][CH:13]=2)[C@H:8]([OH:11])[CH2:9]O)[CH:6]=[CH:5][CH:4]=[CH:3][CH:2]=1.C1C=CC(P(C2C=CC=CC=2)C2C=CC=CC=2)=CC=1.CCOC(/N=N/C(OCC)=O)=O. Given the product [CH:7]([C@H:8]1[CH2:9][O:11]1)([C:12]1[CH:17]=[CH:16][CH:15]=[CH:14][CH:13]=1)[C:1]1[CH:6]=[CH:5][CH:4]=[CH:3][CH:2]=1, predict the reactants needed to synthesize it. (3) Given the product [Cl:1][CH2:2]/[C:3](/[O:10][CH3:11])=[CH:4]\[C:5]([O:7][CH2:8][CH3:9])=[O:6], predict the reactants needed to synthesize it. The reactants are: [Cl:1][CH2:2][C:3](=[O:10])[CH2:4][C:5]([O:7][CH2:8][CH3:9])=[O:6].[CH:11](OC)(OC)OC.O=P12OP3(OP(OP(O3)(O1)=O)(=O)O2)=O. (4) The reactants are: [Br:1][CH2:2][CH2:3][O:4][C:5]1[CH:10]=[CH:9][C:8]([N+:11]([O-])=O)=[CH:7][C:6]=1[O:14][CH3:15].[H][H]. Given the product [Br:1][CH2:2][CH2:3][O:4][C:5]1[CH:10]=[CH:9][C:8]([NH2:11])=[CH:7][C:6]=1[O:14][CH3:15], predict the reactants needed to synthesize it. (5) Given the product [F:20][C:18]1[CH:17]=[C:16]([N:21]2[CH2:25][CH2:24][CH2:23][CH:22]2[C:26]2[CH:27]=[C:28]([C:43]([N:54]3[CH2:59][CH2:58][O:57][CH2:56][CH2:55]3)=[O:45])[CH:29]=[C:30]3[C:35]=2[O:34][C:33]([N:36]2[CH2:37][CH2:38][O:39][CH2:40][CH2:41]2)=[CH:32][C:31]3=[O:42])[CH:15]=[C:14]([F:13])[CH:19]=1, predict the reactants needed to synthesize it. The reactants are: Cl.C(N=C=NCCCN(C)C)C.[F:13][C:14]1[CH:15]=[C:16]([N:21]2[CH2:25][CH2:24][CH2:23][CH:22]2[C:26]2[CH:27]=[C:28]([C:43]([OH:45])=O)[CH:29]=[C:30]3[C:35]=2[O:34][C:33]([N:36]2[CH2:41][CH2:40][O:39][CH2:38][CH2:37]2)=[CH:32][C:31]3=[O:42])[CH:17]=[C:18]([F:20])[CH:19]=1.OC1C=CC=C[N+]=1[O-].[NH:54]1[CH2:59][CH2:58][O:57][CH2:56][CH2:55]1.